This data is from Catalyst prediction with 721,799 reactions and 888 catalyst types from USPTO. The task is: Predict which catalyst facilitates the given reaction. (1) Reactant: [F:1][C:2]([F:7])([F:6])[C:3]([OH:5])=[O:4].[Cl:8][C:9]1[CH:35]=[CH:34][C:12]([C:13]([N:15]2[CH2:21][C:20]3[CH:22]=[CH:23][CH:24]=[CH:25][C:19]=3[N:18]([CH2:26][CH:27]3[CH2:32][CH2:31][NH:30][CH2:29][CH2:28]3)[C:17](=[O:33])[CH2:16]2)=[O:14])=[CH:11][CH:10]=1.[C:36]1(=O)[CH2:41][CH2:40][CH2:39][CH2:38][CH2:37]1.C(O)(=O)C.C(O[BH-](OC(=O)C)OC(=O)C)(=O)C.[Na+]. Product: [F:1][C:2]([F:7])([F:6])[C:3]([OH:5])=[O:4].[Cl:8][C:9]1[CH:10]=[CH:11][C:12]([C:13]([N:15]2[CH2:21][C:20]3[CH:22]=[CH:23][CH:24]=[CH:25][C:19]=3[N:18]([CH2:26][CH:27]3[CH2:28][CH2:29][N:30]([CH:36]4[CH2:41][CH2:40][CH2:39][CH2:38][CH2:37]4)[CH2:31][CH2:32]3)[C:17](=[O:33])[CH2:16]2)=[O:14])=[CH:34][CH:35]=1. The catalyst class is: 4. (2) Reactant: [C:1]([C:3]1[CH:25]=[CH:24][C:6]([CH2:7][NH:8][C:9](=[O:23])[CH:10]([C:14]2[C:19]([F:20])=[CH:18][CH:17]=[C:16]([OH:21])[C:15]=2[F:22])[O:11][CH2:12][CH3:13])=[CH:5][CH:4]=1)#[N:2].Br[CH:27]([CH2:30][CH3:31])[CH2:28][CH3:29]. Product: [C:1]([C:3]1[CH:4]=[CH:5][C:6]([CH2:7][NH:8][C:9](=[O:23])[CH:10]([O:11][CH2:12][CH3:13])[C:14]2[C:19]([F:20])=[CH:18][CH:17]=[C:16]([O:21][CH:27]([CH2:30][CH3:31])[CH2:28][CH3:29])[C:15]=2[F:22])=[CH:24][CH:25]=1)#[N:2]. The catalyst class is: 3. (3) Reactant: [CH:1]1[N:5]([CH2:6][O:7][CH2:8][CH2:9][OH:10])[C:4]2[N:11]=[C:12]([NH2:16])[N:13]=[C:14]([OH:15])[C:3]=2[N:2]=1.[H-].[Na+].Br[CH2:20][C:21]([C:23]1[CH:28]=[CH:27][C:26]([Br:29])=[CH:25][CH:24]=1)=O.N. Product: [OH:10][CH2:9][CH2:8][O:7][CH2:6][N:5]1[C:4]2[N:11]=[C:12]3[N:13]([CH:20]=[C:21]([C:23]4[CH:28]=[CH:27][C:26]([Br:29])=[CH:25][CH:24]=4)[NH:16]3)[C:14](=[O:15])[C:3]=2[N:2]=[CH:1]1. The catalyst class is: 3. (4) Reactant: [F:1][C:2]1[C:7]([CH:8]=[O:9])=[C:6]([OH:10])[C:5]([OH:11])=[CH:4][CH:3]=1.C[C:13]([CH3:16])([O-])[CH3:14].[Na+].[CH2:32](C(Br)CCOCCC(Br)[CH2:32][C:33]1[CH:38]=[CH:37][CH:36]=[CH:35][CH:34]=1)[C:33]1[CH:38]=[CH:37][CH:36]=[CH:35][CH:34]=1.CS(C)=[O:43]. The catalyst class is: 6. Product: [CH2:32]([O:43][CH2:14][CH2:13][CH2:16][O:11][C:5]1[C:6]([OH:10])=[C:7]([C:2]([F:1])=[CH:3][CH:4]=1)[CH:8]=[O:9])[C:33]1[CH:34]=[CH:35][CH:36]=[CH:37][CH:38]=1. (5) Reactant: [H-].[Na+].[C:3]([O:7][C:8]([N:10]1[CH2:15][CH2:14][O:13][CH2:12][C@@H:11]1[CH2:16][OH:17])=[O:9])([CH3:6])([CH3:5])[CH3:4].[N+](C1C=CC([O:27][C:28]([N:30]2[CH2:35][CH2:34][N:33]([C:36]3[CH:41]=[CH:40][C:39]([F:42])=[CH:38][CH:37]=3)[CH2:32][CH2:31]2)=O)=CC=1)([O-])=O.C([O-])(O)=O.[Na+]. Product: [C:3]([O:7][C:8]([N:10]1[CH2:15][CH2:14][O:13][CH2:12][C@H:11]1[CH2:16][O:17][C:28]([N:30]1[CH2:31][CH2:32][N:33]([C:36]2[CH:41]=[CH:40][C:39]([F:42])=[CH:38][CH:37]=2)[CH2:34][CH2:35]1)=[O:27])=[O:9])([CH3:6])([CH3:5])[CH3:4]. The catalyst class is: 1. (6) Reactant: [C:1]([C:3]1[CH:8]=[CH:7][C:6](B(O)O)=[CH:5][C:4]=1[F:12])#[N:2].Cl[C:14]1[N:19]=[C:18]([NH2:20])[N:17]=[C:16]([NH:21][C:22]2[CH:27]=[CH:26][CH:25]=[CH:24][CH:23]=2)[CH:15]=1.O1CCOCC1.C([O-])(O)=O.[Na+]. Product: [NH2:20][C:18]1[N:19]=[C:14]([C:6]2[CH:7]=[CH:8][C:3]([C:1]#[N:2])=[C:4]([F:12])[CH:5]=2)[CH:15]=[C:16]([NH:21][C:22]2[CH:27]=[CH:26][CH:25]=[CH:24][CH:23]=2)[N:17]=1. The catalyst class is: 103.